Predict the reaction yield, written as a fraction of the theoretical maximum amount of product (1.0 means a 100% yield; for example, 0.34 means a 34% yield). From a dataset of Reaction yield outcomes from USPTO patents with 853,638 reactions. (1) The product is [ClH:1].[ClH:1].[Br:8][C:9]1[S:13][C:12]([C:14]([N:16]2[CH2:21][CH2:20][NH:19][CH2:18][CH:17]2[CH2:29][O:30][C:31]2[CH:32]=[N:33][CH:34]=[CH:35][CH:36]=2)=[O:15])=[CH:11][CH:10]=1. The catalyst is CO. The reactants are [ClH:1].O1CCOCC1.[Br:8][C:9]1[S:13][C:12]([C:14]([N:16]2[CH2:21][CH2:20][N:19](C(OC(C)(C)C)=O)[CH2:18][CH:17]2[CH2:29][O:30][C:31]2[CH:32]=[N:33][CH:34]=[CH:35][CH:36]=2)=[O:15])=[CH:11][CH:10]=1. The yield is 0.590. (2) The reactants are Br[C:2]1[CH:3]=[C:4]([NH:8][C:9](=[O:15])[O:10][C:11]([CH3:14])([CH3:13])[CH3:12])[CH:5]=[N:6][CH:7]=1.C(N(CC)CC)C.[C:23]([C:25]1[CH:26]=[C:27]([CH:29]=[CH:30][CH:31]=1)[NH2:28])#[CH:24]. The catalyst is [Cu]I.Cl[Pd](Cl)([P](C1C=CC=CC=1)(C1C=CC=CC=1)C1C=CC=CC=1)[P](C1C=CC=CC=1)(C1C=CC=CC=1)C1C=CC=CC=1.O1CCCC1. The product is [NH2:28][C:27]1[CH:26]=[C:25]([C:23]#[C:24][C:2]2[CH:3]=[C:4]([NH:8][C:9](=[O:15])[O:10][C:11]([CH3:14])([CH3:13])[CH3:12])[CH:5]=[N:6][CH:7]=2)[CH:31]=[CH:30][CH:29]=1. The yield is 0.490.